From a dataset of Forward reaction prediction with 1.9M reactions from USPTO patents (1976-2016). Predict the product of the given reaction. (1) Given the reactants [C:1](OC(=O)C)(=[O:3])[CH3:2].C(Cl)Cl.Cl.[OH:12][C:13]1[CH:36]=[CH:35][C:34]([O:37][CH:38]2[CH2:43][CH2:42][NH:41][CH2:40][CH2:39]2)=[CH:33][C:14]=1[C:15]([NH:17][C:18]1[CH:26]=[C:25]([C:27]2[CH:32]=[CH:31][CH:30]=[CH:29][CH:28]=2)[CH:24]=[CH:23][C:19]=1[C:20]([OH:22])=[O:21])=[O:16], predict the reaction product. The product is: [C:1]([N:41]1[CH2:40][CH2:39][CH:38]([O:37][C:34]2[CH:35]=[CH:36][C:13]([OH:12])=[C:14]([CH:33]=2)[C:15]([NH:17][C:18]2[CH:26]=[C:25]([C:27]3[CH:28]=[CH:29][CH:30]=[CH:31][CH:32]=3)[CH:24]=[CH:23][C:19]=2[C:20]([OH:22])=[O:21])=[O:16])[CH2:43][CH2:42]1)(=[O:3])[CH3:2]. (2) Given the reactants [Cl:1][C:2]1[C:3]([SH:8])=[N:4][CH:5]=[CH:6][CH:7]=1.[NH2:9][C:10]1[CH:14]=[CH:13][N:12]([CH3:15])[N:11]=1.Cl[C:17]1[C:18]2[N:26]=[C:25](Cl)[CH:24]=[CH:23][C:19]=2[N:20]=[CH:21][N:22]=1, predict the reaction product. The product is: [Cl:1][C:2]1[C:3]([S:8][C:25]2[CH:24]=[CH:23][C:19]3[N:20]=[CH:21][N:22]=[C:17]([NH:9][C:10]4[CH:14]=[CH:13][N:12]([CH3:15])[N:11]=4)[C:18]=3[N:26]=2)=[N:4][CH:5]=[CH:6][CH:7]=1. (3) Given the reactants [CH3:1][O:2][C:3]1[C:4](=[O:25])[C:5]([CH3:24])=[C:6]([CH2:12][C:13]2[CH:18]=[CH:17][C:16]([CH:19]=[CH:20][C:21](O)=[O:22])=[CH:15][CH:14]=2)[C:7](=[O:11])[C:8]=1[O:9][CH3:10].[CH:26]([NH2:29])([CH3:28])[CH3:27], predict the reaction product. The product is: [CH3:1][O:2][C:3]1[C:4](=[O:25])[C:5]([CH3:24])=[C:6]([CH2:12][C:13]2[CH:14]=[CH:15][C:16]([CH:19]=[CH:20][C:21]([NH:29][CH:26]([CH3:28])[CH3:27])=[O:22])=[CH:17][CH:18]=2)[C:7](=[O:11])[C:8]=1[O:9][CH3:10]. (4) Given the reactants [C:1]([NH:4][C:5]1[C:14]([F:15])=[C:13](F)[C:12]([CH3:17])=[C:11]2[C:6]=1[C:7](=[O:24])[C:8]([C:21]([OH:23])=[O:22])=[CH:9][N:10]2[CH:18]1[CH2:20][CH2:19]1)(=[O:3])[CH3:2].[C:25]([O:29][C:30]([NH:32][C@H:33]1[C:37]2([CH2:39][CH2:38]2)[CH2:36][NH:35][CH2:34]1)=[O:31])([CH3:28])([CH3:27])[CH3:26].C(N(CC)CC)C, predict the reaction product. The product is: [C:1]([NH:4][C:5]1[C:14]([F:15])=[C:13]([N:35]2[CH2:34][C@@H:33]([NH:32][C:30]([O:29][C:25]([CH3:28])([CH3:27])[CH3:26])=[O:31])[C:37]3([CH2:38][CH2:39]3)[CH2:36]2)[C:12]([CH3:17])=[C:11]2[C:6]=1[C:7](=[O:24])[C:8]([C:21]([OH:23])=[O:22])=[CH:9][N:10]2[CH:18]1[CH2:20][CH2:19]1)(=[O:3])[CH3:2]. (5) Given the reactants [I:1][C:2]1[S:3][CH:4]=[CH:5][CH:6]=1.C(N(CC)CC)C.[CH2:14]([C:16]1[N:17]([CH2:30][C:31]#[CH:32])[C:18]2[C:27]3[CH:26]=[CH:25][CH:24]=[CH:23][C:22]=3[N:21]=[C:20]([NH2:28])[C:19]=2[N:29]=1)[CH3:15], predict the reaction product. The product is: [IH:1].[CH2:14]([C:16]1[N:17]([CH2:30][C:31]#[C:32][C:2]2[S:3][CH:4]=[CH:5][CH:6]=2)[C:18]2[C:27]3[CH:26]=[CH:25][CH:24]=[CH:23][C:22]=3[N:21]=[C:20]([NH2:28])[C:19]=2[N:29]=1)[CH3:15]. (6) The product is: [Cl:1][C:2]1[CH:3]=[C:4]([CH:8]=[C:9]([Cl:11])[CH:10]=1)[C:5]([N:19]([C:16]1[CH:17]=[N:18][C:13]([Cl:12])=[CH:14][C:15]=1[C:21]1[CH:26]=[CH:25][CH:24]=[CH:23][C:22]=1[CH3:27])[CH3:20])=[O:6]. Given the reactants [Cl:1][C:2]1[CH:3]=[C:4]([CH:8]=[C:9]([Cl:11])[CH:10]=1)[C:5](Cl)=[O:6].[Cl:12][C:13]1[N:18]=[CH:17][C:16]([NH:19][CH3:20])=[C:15]([C:21]2[CH:26]=[CH:25][CH:24]=[CH:23][C:22]=2[CH3:27])[CH:14]=1.CCN(C(C)C)C(C)C.CCOC(C)=O, predict the reaction product. (7) Given the reactants [N:1]([CH2:4][CH2:5][CH2:6][C:7]([P:10](=[O:17])([O:14][CH2:15][CH3:16])[O:11][CH2:12][CH3:13])([F:9])[F:8])=[N+]=[N-].[ClH:18].CCOCC, predict the reaction product. The product is: [ClH:18].[NH2:1][CH2:4][CH2:5][CH2:6][C:7]([P:10](=[O:17])([O:14][CH2:15][CH3:16])[O:11][CH2:12][CH3:13])([F:8])[F:9].